This data is from Full USPTO retrosynthesis dataset with 1.9M reactions from patents (1976-2016). The task is: Predict the reactants needed to synthesize the given product. (1) The reactants are: [F:1][C:2]1[CH:7]=[CH:6][CH:5]=[C:4]([F:8])[C:3]=1[C:9]1[N:14]=[C:13]([C:15]([OH:17])=O)[CH:12]=[CH:11][C:10]=1[F:18].ClC(N(C)C)=C(C)C.[C:27]([O:30][CH:31]1[CH:36]=[CH:35][O:34][C:33]([C:41]2[CH:46]=[CH:45][N:44]=[CH:43][C:42]=2[NH2:47])([C:37]([F:40])([F:39])[F:38])[CH2:32]1)(=[O:29])[CH3:28].N1C=CC=CC=1. Given the product [C:27]([O:30][CH:31]1[CH:36]=[CH:35][O:34][C:33]([C:41]2[CH:46]=[CH:45][N:44]=[CH:43][C:42]=2[NH:47][C:15](=[O:17])[C:13]2[CH:12]=[CH:11][C:10]([F:18])=[C:9]([C:3]3[C:4]([F:8])=[CH:5][CH:6]=[CH:7][C:2]=3[F:1])[N:14]=2)([C:37]([F:39])([F:38])[F:40])[CH2:32]1)(=[O:29])[CH3:28], predict the reactants needed to synthesize it. (2) Given the product [I:1][C:2]1[CH:8]=[CH:7][C:5]([C-:14]2[CH:18]=[CH:17][CH:16]=[CH:15]2)=[CH:4][CH:3]=1.[CH-:19]1[CH:23]=[CH:22][CH:21]=[CH:20]1.[Fe+2:24], predict the reactants needed to synthesize it. The reactants are: [I:1][C:2]1[CH:8]=[CH:7][C:5](N)=[CH:4][CH:3]=1.Cl.N([O-])=O.[Na+].[CH-:14]1[CH:18]=[CH:17][CH:16]=[CH:15]1.[CH-:19]1[CH:23]=[CH:22][CH:21]=[CH:20]1.[Fe+2:24]. (3) Given the product [F:24][C:25]1[CH:33]=[CH:32][C:28]([C:29]([NH:1][C@@H:2]2[CH2:17][N:5]3[CH2:6][CH2:7][N:8]([C:10]([O:12][C:13]([CH3:14])([CH3:16])[CH3:15])=[O:11])[CH2:9][C@@H:4]3[CH2:3]2)=[O:30])=[CH:27][CH:26]=1, predict the reactants needed to synthesize it. The reactants are: [NH2:1][C@@H:2]1[CH2:17][N:5]2[CH2:6][CH2:7][N:8]([C:10]([O:12][C:13]([CH3:16])([CH3:15])[CH3:14])=[O:11])[CH2:9][C@@H:4]2[CH2:3]1.C(=O)([O-])[O-].[Na+].[Na+].[F:24][C:25]1[CH:33]=[CH:32][C:28]([C:29](Cl)=[O:30])=[CH:27][CH:26]=1. (4) Given the product [F:16][C:2]([F:1])([F:17])[C:3]1[C:11]2[CH:10]=[C:9]([C:12]([OH:14])=[O:13])[S:8][C:7]=2[CH:6]=[CH:5][CH:4]=1, predict the reactants needed to synthesize it. The reactants are: [F:1][C:2]([F:17])([F:16])[C:3]1[C:11]2[CH:10]=[C:9]([C:12]([O:14]C)=[O:13])[S:8][C:7]=2[CH:6]=[CH:5][CH:4]=1.O.[OH-].[Li+].O.